Dataset: Catalyst prediction with 721,799 reactions and 888 catalyst types from USPTO. Task: Predict which catalyst facilitates the given reaction. (1) Reactant: Cl.[F:2][C:3]1[CH:8]=[C:7]([C:9]2[CH:17]=[C:16]3[C:12]([CH:13]=[N:14][N:15]3[CH3:18])=[CH:11][CH:10]=2)[CH:6]=[C:5]([F:19])[C:4]=1[C:20]([N:22]1[CH2:27][CH2:26][NH:25][CH2:24][CH2:23]1)=[O:21].[OH:28][C:29]1([C:32](O)=[O:33])[CH2:31][CH2:30]1.CN(C(ON1N=NC2C=CC=CC1=2)=[N+](C)C)C.F[P-](F)(F)(F)(F)F.CCN(C(C)C)C(C)C.C(=O)(O)[O-].[Na+]. The catalyst class is: 18. Product: [F:2][C:3]1[CH:8]=[C:7]([C:9]2[CH:17]=[C:16]3[C:12]([CH:13]=[N:14][N:15]3[CH3:18])=[CH:11][CH:10]=2)[CH:6]=[C:5]([F:19])[C:4]=1[C:20]([N:22]1[CH2:23][CH2:24][N:25]([C:32]([C:29]2([OH:28])[CH2:31][CH2:30]2)=[O:33])[CH2:26][CH2:27]1)=[O:21]. (2) Reactant: C(OC(=O)[NH:7][CH2:8][CH2:9][NH:10][C:11]([C:13]1[CH:14]=[N:15][C:16]([CH:19]([S:28]([C:31]2[CH:36]=[CH:35][C:34]([Cl:37])=[CH:33][CH:32]=2)(=[O:30])=[O:29])[C:20]2[CH:25]=[C:24]([F:26])[CH:23]=[CH:22][C:21]=2[F:27])=[CH:17][CH:18]=1)=[O:12])(C)(C)C.Cl. Product: [NH2:7][CH2:8][CH2:9][NH:10][C:11](=[O:12])[C:13]1[CH:18]=[CH:17][C:16]([CH:19]([S:28]([C:31]2[CH:32]=[CH:33][C:34]([Cl:37])=[CH:35][CH:36]=2)(=[O:30])=[O:29])[C:20]2[CH:25]=[C:24]([F:26])[CH:23]=[CH:22][C:21]=2[F:27])=[N:15][CH:14]=1. The catalyst class is: 8. (3) Reactant: C(OC(=O)[NH:7][CH2:8][C:9]1[CH:14]=[CH:13][C:12]([C:15](=[O:47])[NH:16][C:17]2[CH:22]=[CH:21][C:20]([NH:23][C:24]3[N:29]4[N:30]=[CH:31][CH:32]=[C:28]4[CH:27]=[C:26]([C:33]4[CH:34]=[C:35]([C:39]5[CH:44]=[CH:43][C:42]([O:45][CH3:46])=[CH:41][CH:40]=5)[CH:36]=[CH:37][CH:38]=4)[N:25]=3)=[CH:19][CH:18]=2)=[CH:11][CH:10]=1)(C)(C)C.[F:49][C:50]([F:55])([F:54])[C:51]([OH:53])=[O:52]. Product: [F:49][C:50]([F:55])([F:54])[C:51]([OH:53])=[O:52].[NH2:7][CH2:8][C:9]1[CH:10]=[CH:11][C:12]([C:15]([NH:16][C:17]2[CH:18]=[CH:19][C:20]([NH:23][C:24]3[N:29]4[N:30]=[CH:31][CH:32]=[C:28]4[CH:27]=[C:26]([C:33]4[CH:34]=[C:35]([C:39]5[CH:44]=[CH:43][C:42]([O:45][CH3:46])=[CH:41][CH:40]=5)[CH:36]=[CH:37][CH:38]=4)[N:25]=3)=[CH:21][CH:22]=2)=[O:47])=[CH:13][CH:14]=1. The catalyst class is: 4. (4) Reactant: [Br:1][C:2]1[CH:6]=[CH:5][N:4]([NH:7][C:8](=O)[CH2:9]NC(=O)OCC2C=CC=CC=2)[C:3]=1[C:22](=[O:30])[NH:23][C:24]1[CH:29]=[CH:28][CH:27]=[CH:26][CH:25]=1.[C:31]1([CH3:41])[CH:36]=[CH:35][C:34](S([O-])(=O)=O)=[CH:33][CH:32]=1.[NH+:42]1C=CC=C[CH:43]=1.[C:48]([O:51]CC)(=[O:50])C. Product: [Br:1][C:2]1[CH:6]=[CH:5][N:4]2[C:3]=1[C:22](=[O:30])[N:23]([C:24]1[CH:25]=[CH:26][CH:27]=[CH:28][CH:29]=1)[C:8]([CH2:9][CH2:43][NH:42][C:48](=[O:50])[O:51][CH2:41][C:31]1[CH:36]=[CH:35][CH:34]=[CH:33][CH:32]=1)=[N:7]2. The catalyst class is: 11. (5) Reactant: [BH4-].[Na+].C(O)C.[N:6]1([CH2:24][C:25]([C:27]2[CH:32]=[CH:31][C:30]([N+:33]([O-:35])=[O:34])=[CH:29][CH:28]=2)=[O:26])[CH2:11][CH2:10][N:9]([CH2:12][C:13]([C:15]2[CH:20]=[CH:19][C:18]([N+:21]([O-:23])=[O:22])=[CH:17][CH:16]=2)=[O:14])[CH2:8][CH2:7]1. Product: [N:6]1([CH2:24][CH:25]([C:27]2[CH:28]=[CH:29][C:30]([N+:33]([O-:35])=[O:34])=[CH:31][CH:32]=2)[OH:26])[CH2:11][CH2:10][N:9]([CH2:12][CH:13]([C:15]2[CH:16]=[CH:17][C:18]([N+:21]([O-:23])=[O:22])=[CH:19][CH:20]=2)[OH:14])[CH2:8][CH2:7]1. The catalyst class is: 6.